This data is from Reaction yield outcomes from USPTO patents with 853,638 reactions. The task is: Predict the reaction yield, written as a fraction of the theoretical maximum amount of product (1.0 means a 100% yield; for example, 0.34 means a 34% yield). (1) The reactants are [CH3:1][C:2]1[NH:3][C:4]2[C:9]([C:10]=1[CH:11]=O)=[CH:8][CH:7]=[CH:6][CH:5]=2.[C:13]([C:16]1[CH:21]=[CH:20][N:19]=[CH:18][CH:17]=1)(=[O:15])[CH3:14].N1CCCCC1. The catalyst is CO. The product is [CH3:1][C:2]1[NH:3][C:4]2[C:9]([C:10]=1/[CH:11]=[CH:14]/[C:13]([C:16]1[CH:21]=[CH:20][N:19]=[CH:18][CH:17]=1)=[O:15])=[CH:8][CH:7]=[CH:6][CH:5]=2. The yield is 0.690. (2) The reactants are C[Si]([N-][Si](C)(C)C)(C)C.[K+].C[Si]([N-][Si](C)(C)C)(C)C.[K+].C1COCC1.[CH3:26][C:27]#[N:28].F[C:30]1[N:35]=[CH:34][C:33]([C:36]2[CH:50]=[CH:49][C:39]([O:40][CH2:41][CH2:42][N:43]3[CH2:48][CH2:47][O:46][CH2:45][CH2:44]3)=[CH:38][CH:37]=2)=[CH:32][CH:31]=1. The catalyst is C1COCC1. The product is [O:46]1[CH2:47][CH2:48][N:43]([CH2:42][CH2:41][O:40][C:39]2[CH:49]=[CH:50][C:36]([C:33]3[CH:32]=[CH:31][C:30]([CH2:26][C:27]#[N:28])=[N:35][CH:34]=3)=[CH:37][CH:38]=2)[CH2:44][CH2:45]1. The yield is 0.760. (3) The reactants are [CH3:1][O:2][C:3](=[O:14])[C:4]1[C:5](=[CH:7][CH:8]=[C:9]([C:11](=[O:13])[CH3:12])[CH:10]=1)[OH:6].[CH2:15](Br)[C:16]1[CH:21]=[CH:20][CH:19]=[CH:18][CH:17]=1.C(=O)([O-])[O-].[K+].[K+]. The catalyst is C(C(C)=O)C. The product is [CH3:1][O:2][C:3](=[O:14])[C:4]1[CH:10]=[C:9]([C:11](=[O:13])[CH3:12])[CH:8]=[CH:7][C:5]=1[O:6][CH2:15][C:16]1[CH:21]=[CH:20][CH:19]=[CH:18][CH:17]=1. The yield is 0.714. (4) The reactants are [Br:1][C:2]1[CH:10]=[CH:9][C:5]([C:6](O)=[O:7])=[C:4]([F:11])[CH:3]=1.Cl.[CH3:13][NH:14][O:15][CH3:16].CCN=C=NCCCN(C)C. The catalyst is O. The product is [Br:1][C:2]1[CH:10]=[CH:9][C:5]([C:6]([N:14]([O:15][CH3:16])[CH3:13])=[O:7])=[C:4]([F:11])[CH:3]=1. The yield is 0.990. (5) The reactants are [F:1][C:2]1[CH:15]=[CH:14][CH:13]=[C:12]([F:16])[C:3]=1[O:4][C:5]1[CH:11]=[CH:10][C:8](N)=[CH:7][CH:6]=1.Cl.N([O-])=O.[Na+].[Na+].[I-:23]. The catalyst is O. The product is [F:1][C:2]1[CH:15]=[CH:14][CH:13]=[C:12]([F:16])[C:3]=1[O:4][C:5]1[CH:11]=[CH:10][C:8]([I:23])=[CH:7][CH:6]=1. The yield is 0.770. (6) The reactants are [CH2:1]([O:8][C:9]([NH:11][C:12]1([C:19]2[NH:20][C:21](=O)[C:22]([OH:30])=[C:23]([C:25]([O:27][CH2:28][CH3:29])=[O:26])[N:24]=2)[CH2:17][CH2:16][C:15](=[O:18])[CH2:14][CH2:13]1)=[O:10])[C:2]1[CH:7]=[CH:6][CH:5]=[CH:4][CH:3]=1.[BH4-].[Na+]. The catalyst is CO. The product is [CH2:1]([O:8][C:9]([NH:11][C:12]1([C:19]2[NH:20][CH2:21][C:22]([OH:30])=[C:23]([C:25]([O:27][CH2:28][CH3:29])=[O:26])[N:24]=2)[CH2:17][CH2:16][CH:15]([OH:18])[CH2:14][CH2:13]1)=[O:10])[C:2]1[CH:3]=[CH:4][CH:5]=[CH:6][CH:7]=1. The yield is 0.860.